From a dataset of Full USPTO retrosynthesis dataset with 1.9M reactions from patents (1976-2016). Predict the reactants needed to synthesize the given product. Given the product [C:38]([SiH2:37][O:36][C:35]([C:42]1[CH:43]=[CH:44][CH:45]=[CH:46][CH:47]=1)([C:48]1[CH:53]=[CH:52][CH:51]=[CH:50][CH:49]=1)[C:32]1[N:33]=[CH:34][C:29]2[N:30]([C:26]([C:24]3[C:23](=[O:22])[NH:19][C:17](=[O:18])[C:16]=3[C:9]3[C:10]4[C:15](=[CH:14][CH:13]=[CH:12][CH:11]=4)[NH:7][CH:8]=3)=[C:27]([CH3:54])[N:28]=2)[CH:31]=1)([CH3:41])([CH3:39])[CH3:40], predict the reactants needed to synthesize it. The reactants are: CC(C)([O-])C.[K+].[NH:7]1[C:15]2[C:10](=[CH:11][CH:12]=[CH:13][CH:14]=2)[C:9]([CH2:16][C:17]([NH2:19])=[O:18])=[CH:8]1.C([O:22][C:23](=O)[C:24]([C:26]1[N:30]2[CH:31]=[C:32]([C:35]([C:48]3[CH:53]=[CH:52][CH:51]=[CH:50][CH:49]=3)([C:42]3[CH:47]=[CH:46][CH:45]=[CH:44][CH:43]=3)[O:36][SiH2:37][C:38]([CH3:41])([CH3:40])[CH3:39])[N:33]=[CH:34][C:29]2=[N:28][C:27]=1[CH3:54])=O)C.[NH4+].[Cl-].C1CCN2C(=NCCC2)CC1.